From a dataset of Full USPTO retrosynthesis dataset with 1.9M reactions from patents (1976-2016). Predict the reactants needed to synthesize the given product. (1) Given the product [NH2:20][C:21]1[N:29]=[C:28]([NH2:30])[CH:27]=[CH:26][C:22]=1[C:23]([NH:17][CH2:16][C:14]1[O:15][C:11]2[CH:10]=[C:9]([O:8][CH2:1][C:2]3[CH:3]=[CH:4][CH:5]=[CH:6][CH:7]=3)[CH:19]=[CH:18][C:12]=2[CH:13]=1)=[O:24], predict the reactants needed to synthesize it. The reactants are: [CH2:1]([O:8][C:9]1[CH:19]=[CH:18][C:12]2[CH:13]=[C:14]([CH2:16][NH2:17])[O:15][C:11]=2[CH:10]=1)[C:2]1[CH:7]=[CH:6][CH:5]=[CH:4][CH:3]=1.[NH2:20][C:21]1[N:29]=[C:28]([NH2:30])[CH:27]=[CH:26][C:22]=1[C:23](O)=[O:24].C(N(CC)CC)C.Cl.C(N=C=NCCCN(C)C)C. (2) Given the product [F:9][C:10]1[CH:15]=[C:14]([CH2:16][OH:7])[CH:13]=[CH:12][C:11]=1/[CH:17]=[CH:18]/[C:19]([O:21][CH2:22][CH3:23])=[O:20], predict the reactants needed to synthesize it. The reactants are: BrN1C(=[O:7])CCC1=O.[F:9][C:10]1[CH:15]=[C:14]([CH3:16])[CH:13]=[CH:12][C:11]=1/[CH:17]=[CH:18]/[C:19]([O:21][CH2:22][CH3:23])=[O:20].